Dataset: NCI-60 drug combinations with 297,098 pairs across 59 cell lines. Task: Regression. Given two drug SMILES strings and cell line genomic features, predict the synergy score measuring deviation from expected non-interaction effect. (1) Drug 1: CNC(=O)C1=CC=CC=C1SC2=CC3=C(C=C2)C(=NN3)C=CC4=CC=CC=N4. Drug 2: CC1CCC2CC(C(=CC=CC=CC(CC(C(=O)C(C(C(=CC(C(=O)CC(OC(=O)C3CCCCN3C(=O)C(=O)C1(O2)O)C(C)CC4CCC(C(C4)OC)OCCO)C)C)O)OC)C)C)C)OC. Cell line: MOLT-4. Synergy scores: CSS=29.8, Synergy_ZIP=-7.30, Synergy_Bliss=-8.07, Synergy_Loewe=-7.87, Synergy_HSA=-3.37. (2) Synergy scores: CSS=21.7, Synergy_ZIP=-3.07, Synergy_Bliss=-7.54, Synergy_Loewe=-23.8, Synergy_HSA=-10.5. Drug 1: C1=NC2=C(N1)C(=S)N=CN2. Drug 2: B(C(CC(C)C)NC(=O)C(CC1=CC=CC=C1)NC(=O)C2=NC=CN=C2)(O)O. Cell line: RPMI-8226. (3) Drug 1: CCC1(CC2CC(C3=C(CCN(C2)C1)C4=CC=CC=C4N3)(C5=C(C=C6C(=C5)C78CCN9C7C(C=CC9)(C(C(C8N6C=O)(C(=O)OC)O)OC(=O)C)CC)OC)C(=O)OC)O.OS(=O)(=O)O. Drug 2: CCC1(C2=C(COC1=O)C(=O)N3CC4=CC5=C(C=CC(=C5CN(C)C)O)N=C4C3=C2)O.Cl. Cell line: ACHN. Synergy scores: CSS=21.7, Synergy_ZIP=-0.617, Synergy_Bliss=-0.682, Synergy_Loewe=-20.2, Synergy_HSA=-2.49. (4) Drug 1: C1=CC(=CC=C1CCC2=CNC3=C2C(=O)NC(=N3)N)C(=O)NC(CCC(=O)O)C(=O)O. Drug 2: CC1CCC2CC(C(=CC=CC=CC(CC(C(=O)C(C(C(=CC(C(=O)CC(OC(=O)C3CCCCN3C(=O)C(=O)C1(O2)O)C(C)CC4CCC(C(C4)OC)O)C)C)O)OC)C)C)C)OC. Cell line: NCI-H522. Synergy scores: CSS=37.3, Synergy_ZIP=-6.75, Synergy_Bliss=-7.00, Synergy_Loewe=-6.10, Synergy_HSA=-3.75. (5) Drug 1: CC1OCC2C(O1)C(C(C(O2)OC3C4COC(=O)C4C(C5=CC6=C(C=C35)OCO6)C7=CC(=C(C(=C7)OC)O)OC)O)O. Drug 2: C1CN(CCN1C(=O)CCBr)C(=O)CCBr. Cell line: T-47D. Synergy scores: CSS=43.4, Synergy_ZIP=-4.82, Synergy_Bliss=0.872, Synergy_Loewe=-24.9, Synergy_HSA=2.90.